This data is from Catalyst prediction with 721,799 reactions and 888 catalyst types from USPTO. The task is: Predict which catalyst facilitates the given reaction. (1) Product: [Cl-:28].[Cl-:28].[N:1]1[CH:6]=[CH:5][CH:4]=[CH:3][C:2]=1[C:9]([C:8]1[C:7]2[C:21](=[CH:22][CH:12]=[CH:13][CH:14]=2)[CH:20]([Cr+2:31])[CH:19]=1)([CH3:24])[CH3:10]. The catalyst class is: 7. Reactant: [N:1]1[CH:6]=[CH:5][CH:4]=[CH:3][CH:2]=1.[CH2:7]([Li])[CH2:8][CH2:9][CH3:10].[CH3:12][CH2:13][CH2:14]CCC.O1[CH2:22][CH2:21][CH2:20][CH2:19]1.O1CCC[CH2:24]1.[Cl-:28].[Cl-].[Cl-].[Cr+3:31]. (2) Reactant: [OH:1][CH:2]1[CH2:6][CH2:5][CH2:4][C:3]1([CH2:12][CH2:13][CH3:14])[C:7]([O:9][CH2:10][CH3:11])=[O:8].C(Cl)Cl.[CH3:18][C:19]1[CH:20]=[C:21]([CH:25]=[CH:26][CH:27]=1)[C:22](Cl)=[O:23]. Product: [CH2:12]([C:3]1([C:7]([O:9][CH2:10][CH3:11])=[O:8])[CH2:4][CH2:5][CH2:6][CH:2]1[O:1][C:22](=[O:23])[C:21]1[CH:25]=[CH:26][CH:27]=[C:19]([CH3:18])[CH:20]=1)[CH2:13][CH3:14]. The catalyst class is: 17. (3) Reactant: [NH2:1][C:2](=O)[C:3]([NH:6][C:7](=[O:13])[O:8][C:9]([CH3:12])([CH3:11])[CH3:10])([CH3:5])[CH3:4].C(N(CC)CC)C.FC(F)(F)C(OC(=O)C(F)(F)F)=O. Product: [C:2]([C:3]([NH:6][C:7](=[O:13])[O:8][C:9]([CH3:12])([CH3:11])[CH3:10])([CH3:5])[CH3:4])#[N:1]. The catalyst class is: 2. (4) Product: [CH3:12][C@H:13]1[NH:14][C@@H:15]([CH3:19])[CH2:16][N:17]([C:2]2[CH:7]=[CH:6][C:5]([C:8]([F:11])([F:10])[F:9])=[CH:4][N:3]=2)[CH2:18]1. Reactant: Cl[C:2]1[CH:7]=[CH:6][C:5]([C:8]([F:11])([F:10])[F:9])=[CH:4][N:3]=1.[CH3:12][C@H:13]1[CH2:18][NH:17][CH2:16][C@@H:15]([CH3:19])[NH:14]1.C(=O)([O-])[O-].[K+].[K+].[Na+].[I-].[Cl-].[Na+]. The catalyst class is: 3. (5) Reactant: [CH3:1][O:2][C:3](=[O:32])[CH2:4][CH2:5][CH2:6][CH2:7][CH2:8][CH2:9][CH2:10][C:11](=[O:31])[NH:12][C:13]1[CH:18]=[CH:17][CH:16]=[CH:15][C:14]=1[S:19](=[O:30])(=[O:29])[NH:20][C:21]([C@@:23]1([NH2:28])[CH2:25][C@H:24]1[CH:26]=[CH2:27])=[O:22].[C:33]([O:37][C:38]([N:40]([CH2:47][C:48](O)=[O:49])[CH2:41][CH:42]1[CH2:46][CH2:45][CH2:44][CH2:43]1)=[O:39])([CH3:36])([CH3:35])[CH3:34].CN(C(ON1N=NC2C=CC=CC1=2)=[N+](C)C)C.F[P-](F)(F)(F)(F)F.CCN(C(C)C)C(C)C. Product: [CH3:1][O:2][C:3](=[O:32])[CH2:4][CH2:5][CH2:6][CH2:7][CH2:8][CH2:9][CH2:10][C:11](=[O:31])[NH:12][C:13]1[CH:18]=[CH:17][CH:16]=[CH:15][C:14]=1[S:19](=[O:30])(=[O:29])[NH:20][C:21]([C@@:23]1([NH:28][C:48](=[O:49])[CH2:47][N:40]([C:38]([O:37][C:33]([CH3:35])([CH3:34])[CH3:36])=[O:39])[CH2:41][CH:42]2[CH2:46][CH2:45][CH2:44][CH2:43]2)[CH2:25][C@H:24]1[CH:26]=[CH2:27])=[O:22]. The catalyst class is: 3.